This data is from Forward reaction prediction with 1.9M reactions from USPTO patents (1976-2016). The task is: Predict the product of the given reaction. Given the reactants [CH3:1][N:2]1[C:7]2[CH:8]=[CH:9][C:10]([S:12](Cl)(=[O:14])=[O:13])=[CH:11][C:6]=2[O:5][CH2:4][CH2:3]1.[F:16][C:17]1[CH:18]=[CH:19][CH:20]=[C:21]2[C:26]=1[NH:25][C:24](=[O:27])[C:23]([CH2:28][NH:29][CH:30]([CH3:32])[CH3:31])=[CH:22]2.C(N(CC)C(C)C)(C)C, predict the reaction product. The product is: [F:16][C:17]1[CH:18]=[CH:19][CH:20]=[C:21]2[C:26]=1[NH:25][C:24](=[O:27])[C:23]([CH2:28][N:29]([CH:30]([CH3:32])[CH3:31])[S:12]([C:10]1[CH:9]=[CH:8][C:7]3[N:2]([CH3:1])[CH2:3][CH2:4][O:5][C:6]=3[CH:11]=1)(=[O:14])=[O:13])=[CH:22]2.